Dataset: NCI-60 drug combinations with 297,098 pairs across 59 cell lines. Task: Regression. Given two drug SMILES strings and cell line genomic features, predict the synergy score measuring deviation from expected non-interaction effect. (1) Drug 1: C1C(C(OC1N2C=C(C(=O)NC2=O)F)CO)O. Drug 2: C(CN)CNCCSP(=O)(O)O. Cell line: OVCAR-4. Synergy scores: CSS=11.2, Synergy_ZIP=-4.29, Synergy_Bliss=-0.625, Synergy_Loewe=-14.4, Synergy_HSA=-0.604. (2) Cell line: K-562. Drug 2: CCC(=C(C1=CC=CC=C1)C2=CC=C(C=C2)OCCN(C)C)C3=CC=CC=C3.C(C(=O)O)C(CC(=O)O)(C(=O)O)O. Drug 1: C1=CC(=CC=C1CCC2=CNC3=C2C(=O)NC(=N3)N)C(=O)NC(CCC(=O)O)C(=O)O. Synergy scores: CSS=41.6, Synergy_ZIP=-0.917, Synergy_Bliss=-2.24, Synergy_Loewe=-8.92, Synergy_HSA=-2.47. (3) Drug 1: C1=CC=C(C(=C1)C(C2=CC=C(C=C2)Cl)C(Cl)Cl)Cl. Drug 2: C(CC(=O)O)C(=O)CN.Cl. Cell line: HOP-92. Synergy scores: CSS=16.4, Synergy_ZIP=-5.79, Synergy_Bliss=-6.44, Synergy_Loewe=-2.61, Synergy_HSA=-2.52. (4) Drug 1: CCC1(CC2CC(C3=C(CCN(C2)C1)C4=CC=CC=C4N3)(C5=C(C=C6C(=C5)C78CCN9C7C(C=CC9)(C(C(C8N6C=O)(C(=O)OC)O)OC(=O)C)CC)OC)C(=O)OC)O.OS(=O)(=O)O. Drug 2: CCCCCOC(=O)NC1=NC(=O)N(C=C1F)C2C(C(C(O2)C)O)O. Cell line: HT29. Synergy scores: CSS=-2.86, Synergy_ZIP=6.08, Synergy_Bliss=9.75, Synergy_Loewe=1.63, Synergy_HSA=1.51.